This data is from Forward reaction prediction with 1.9M reactions from USPTO patents (1976-2016). The task is: Predict the product of the given reaction. (1) Given the reactants [NH2:1][C@@H:2]1[CH2:7][CH2:6][N:5]([C:8]2[C:9]([Cl:31])=[C:10]([NH:16][C:17]3[N:22]=[C:21]([NH:23][CH2:24][CH3:25])[C:20]4=[N:26][CH:27]=[C:28]([C:29]#[N:30])[N:19]4[N:18]=3)[CH:11]=[C:12]([C:14]#[N:15])[CH:13]=2)[CH2:4][C@H:3]1[OH:32].CCN(C(C)C)C(C)C.[C:42](Cl)(=O)[O:43]C1C=CC([N+]([O-])=O)=CC=1, predict the reaction product. The product is: [Cl:31][C:9]1[C:8]([N:5]2[CH2:6][CH2:7][C@H:2]3[NH:1][C:42](=[O:43])[O:32][C@@H:3]3[CH2:4]2)=[CH:13][C:12]([C:14]#[N:15])=[CH:11][C:10]=1[NH:16][C:17]1[N:22]=[C:21]([NH:23][CH2:24][CH3:25])[C:20]2=[N:26][CH:27]=[C:28]([C:29]#[N:30])[N:19]2[N:18]=1. (2) Given the reactants [CH3:1][N:2]1[CH:6]=[C:5]([C:7](=O)[CH2:8][C:9]2[CH:13]=[CH:12][S:11][CH:10]=2)[CH:4]=[N:3]1.[CH:15]([C:17]1[CH:26]=[CH:25][C:20]([C:21]([O:23]C)=[O:22])=[C:19]([OH:27])[CH:18]=1)=O.[CH3:28][C:29]1(C)[O:36]C(=O)CC(=O)O1.C([O-])(C)=O.[NH4+:42], predict the reaction product. The product is: [OH:27][C:19]1[CH:18]=[C:17]([CH:15]2[C:8]([C:9]3[CH:13]=[CH:12][S:11][CH:10]=3)=[C:7]([C:5]3[CH:4]=[N:3][N:2]([CH3:1])[CH:6]=3)[NH:42][C:29](=[O:36])[CH2:28]2)[CH:26]=[CH:25][C:20]=1[C:21]([OH:23])=[O:22]. (3) Given the reactants [C:1]1([CH2:7][CH2:8][NH:9][C:10](=[S:31])[NH:11][CH2:12][C:13]2[CH:14]=[C:15]([NH:19][C:20]([CH2:22][NH:23]C(=O)OC(C)(C)C)=[O:21])[CH:16]=[CH:17][CH:18]=2)[CH:6]=[CH:5][CH:4]=[CH:3][CH:2]=1.Cl.O1CCOCC1, predict the reaction product. The product is: [NH2:23][CH2:22][C:20]([NH:19][C:15]1[CH:14]=[C:13]([CH:18]=[CH:17][CH:16]=1)[CH2:12][NH:11][C:10]([NH:9][CH2:8][CH2:7][C:1]1[CH:6]=[CH:5][CH:4]=[CH:3][CH:2]=1)=[S:31])=[O:21]. (4) The product is: [OH:32][CH2:31][CH2:30][N:29]([CH2:14][CH2:13][CH2:12][C:9]1[C:10](=[O:11])[N:5]([CH2:4][CH:1]2[CH2:2][CH2:3]2)[N:6]=[C:7]([C:20]2[CH:25]=[CH:24][C:23]([O:26][CH3:27])=[C:22]([F:28])[CH:21]=2)[CH:8]=1)[CH2:33][CH2:34][OH:35]. Given the reactants [CH:1]1([CH2:4][N:5]2[C:10](=[O:11])[C:9]([CH2:12][CH2:13][CH2:14]OS(C)(=O)=O)=[CH:8][C:7]([C:20]3[CH:25]=[CH:24][C:23]([O:26][CH3:27])=[C:22]([F:28])[CH:21]=3)=[N:6]2)[CH2:3][CH2:2]1.[NH:29]([CH2:33][CH2:34][OH:35])[CH2:30][CH2:31][OH:32], predict the reaction product. (5) Given the reactants [CH:1]1([NH2:4])[CH2:3][CH2:2]1.C[Al](C)C.[CH2:9]([N:11]1[C:19]2[C:14](=[N:15][C:16]([C:20](OC)=[O:21])=[CH:17][CH:18]=2)[CH:13]=[C:12]1[C:24](=[O:42])[NH:25][CH:26]([C:31]1[CH:36]=[CH:35][C:34]([F:37])=[C:33]([C:38]([F:41])([F:40])[F:39])[CH:32]=1)[C:27]([F:30])([F:29])[F:28])[CH3:10], predict the reaction product. The product is: [CH:1]1([NH:4][C:20]([C:16]2[N:15]=[C:14]3[CH:13]=[C:12]([C:24]([NH:25][CH:26]([C:31]4[CH:36]=[CH:35][C:34]([F:37])=[C:33]([C:38]([F:39])([F:40])[F:41])[CH:32]=4)[C:27]([F:29])([F:28])[F:30])=[O:42])[N:11]([CH2:9][CH3:10])[C:19]3=[CH:18][CH:17]=2)=[O:21])[CH2:3][CH2:2]1. (6) Given the reactants [CH:1]1([C:6]([C:9]2[CH:14]=[C:13]([O:15]C)[CH:12]=[C:11]([O:17]C)[CH:10]=2)([CH3:8])[CH3:7])[CH2:5][CH2:4][CH2:3][CH2:2]1.C(C1(C2C=C(O)C=C(O)C=2)SCCS1)CCC, predict the reaction product. The product is: [CH:1]1([C:6]([C:9]2[CH:14]=[C:13]([OH:15])[CH:12]=[C:11]([OH:17])[CH:10]=2)([CH3:8])[CH3:7])[CH2:5][CH2:4][CH2:3][CH2:2]1. (7) Given the reactants C(OC(=O)[NH:7][CH2:8][C:9](=[O:48])[NH:10][C:11]1[CH:16]=[CH:15][CH:14]=[C:13]([O:17][C:18]2[CH:23]=[CH:22][C:21]([C:24](=[O:33])[NH:25][C:26]3[CH:31]=[CH:30][CH:29]=[C:28]([Br:32])[CH:27]=3)=[CH:20][C:19]=2[NH:34][C:35]2[C:36]3[CH:44]=[CH:43][C:42]([CH:45]([CH3:47])[CH3:46])=[N:41][C:37]=3[N:38]=[CH:39][N:40]=2)[CH:12]=1)(C)(C)C.[F:50][C:51]([F:56])([F:55])[C:52]([OH:54])=[O:53], predict the reaction product. The product is: [NH2:7][CH2:8][C:9]([NH:10][C:11]1[CH:12]=[C:13]([CH:14]=[CH:15][CH:16]=1)[O:17][C:18]1[CH:23]=[CH:22][C:21]([C:24]([NH:25][C:26]2[CH:31]=[CH:30][CH:29]=[C:28]([Br:32])[CH:27]=2)=[O:33])=[CH:20][C:19]=1[NH:34][C:35]1[C:36]2[CH:44]=[CH:43][C:42]([CH:45]([CH3:47])[CH3:46])=[N:41][C:37]=2[N:38]=[CH:39][N:40]=1)=[O:48].[F:50][C:51]([F:56])([F:55])[C:52]([OH:54])=[O:53]. (8) Given the reactants CON(C)[C:4]([CH:6]1[CH2:14][C:13]2[C:8](=[CH:9][CH:10]=[CH:11][CH:12]=2)[CH2:7]1)=[O:5].[CH2:16]([Mg]Br)[C:17]1[CH:22]=[CH:21][CH:20]=[CH:19][CH:18]=1.[Cl-].[NH4+], predict the reaction product. The product is: [CH2:7]1[C:8]2[C:13](=[CH:12][CH:11]=[CH:10][CH:9]=2)[CH2:14][CH:6]1[C:4](=[O:5])[CH2:16][C:17]1[CH:22]=[CH:21][CH:20]=[CH:19][CH:18]=1. (9) Given the reactants [OH:1][CH2:2][C:3]1[CH:8]=[CH:7][C:6]([CH:9]2[CH2:14][CH2:13][N:12]([C:15]([O:17][C:18]([CH3:21])([CH3:20])[CH3:19])=[O:16])[CH2:11][CH2:10]2)=[CH:5][N:4]=1.C(N(CC)CC)C.[CH3:29][S:30](Cl)(=[O:32])=[O:31], predict the reaction product. The product is: [CH3:29][S:30]([O:1][CH2:2][C:3]1[CH:8]=[CH:7][C:6]([CH:9]2[CH2:10][CH2:11][N:12]([C:15]([O:17][C:18]([CH3:21])([CH3:20])[CH3:19])=[O:16])[CH2:13][CH2:14]2)=[CH:5][N:4]=1)(=[O:32])=[O:31].